Dataset: Reaction yield outcomes from USPTO patents with 853,638 reactions. Task: Predict the reaction yield, written as a fraction of the theoretical maximum amount of product (1.0 means a 100% yield; for example, 0.34 means a 34% yield). (1) The reactants are [CH3:1][CH:2]1[CH2:7][CH:6](O)[CH:5]=[C:4]([C:9]2[CH:14]=[CH:13][N:12]=[CH:11][C:10]=2[N+:15]([O-:17])=[O:16])[CH2:3]1.CC1C=CC(S(O)(=O)=O)=CC=1.CCOC(C)=O. The catalyst is O1CCOCC1. The product is [CH3:1][CH:2]1[CH2:3][C:4]([C:9]2[CH:14]=[CH:13][N:12]=[CH:11][C:10]=2[N+:15]([O-:17])=[O:16])=[CH:5][CH:6]=[CH:7]1. The yield is 0.680. (2) The reactants are [CH3:1][O:2][C:3]([NH:5][C@H:6]([C:11]([N:13]1[C@@H:17]([CH3:18])[CH2:16][CH2:15][C@H:14]1[C:19]1[NH:20][C:21]([C:24]2[CH:29]=[C:28]3[CH2:30][O:31][C:32]4[CH:59]=[C:58]5[C:35]([CH:36]=[CH:37][C:38]6[N:42]=[C:41]([C@@H:43]7[CH2:47][C@H:46]([CH2:48][O:49][CH3:50])[CH2:45][N:44]7[C:51](OC(C)(C)C)=[O:52])[NH:40][C:39]=65)=[CH:34][C:33]=4[C:27]3=[CH:26][CH:25]=2)=[CH:22][N:23]=1)=[O:12])[C@H:7]([CH2:9][CH3:10])[CH3:8])=[O:4].Cl.[CH3:61][O:62][C:63]([NH:65][C@@H:66]([CH:70]([CH3:72])[CH3:71])C(O)=O)=[O:64].CN(C(ON1N=NC2C=CC=NC1=2)=[N+](C)C)C.F[P-](F)(F)(F)(F)F.CCN(C(C)C)C(C)C. The catalyst is C(Cl)Cl.CO.CN(C=O)C.[Li+].[OH-]. The product is [CH3:61][O:62][C:63](=[O:64])[NH:65][C@@H:66]([CH:70]([CH3:72])[CH3:71])[C:51]([N:44]1[CH2:45][C@@H:46]([CH2:48][O:49][CH3:50])[CH2:47][C@H:43]1[C:41]1[NH:40][C:39]2[C:58]3[C:35]([CH:36]=[CH:37][C:38]=2[N:42]=1)=[CH:34][C:33]1[C:27]2[C:28]([CH2:30][O:31][C:32]=1[CH:59]=3)=[CH:29][C:24]([C:21]1[NH:20][C:19]([C@@H:14]3[CH2:15][CH2:16][C@H:17]([CH3:18])[N:13]3[C:11](=[O:12])[C@@H:6]([NH:5][C:3]([O:2][CH3:1])=[O:4])[C@@H:7]([CH3:8])[CH2:9][CH3:10])=[N:23][CH:22]=1)=[CH:25][CH:26]=2)=[O:52]. The yield is 0.380. (3) The reactants are [C:1]([OH:13])(=O)[CH2:2][C:3]1[C:4](=[CH:8][CH:9]=[CH:10][CH:11]=1)[C:5](O)=[O:6].[NH2:14]C(N)=O. The catalyst is CO. The product is [C:1]1(=[O:13])[NH:14][C:5](=[O:6])[C:4]2=[CH:8][CH:9]=[CH:10][CH:11]=[C:3]2[CH2:2]1. The yield is 0.340. (4) The reactants are [F:1][C:2]1[CH:7]=[CH:6][C:5]([C:8]2[O:9][CH:10]=[C:11]([C:13]([CH3:17])([CH3:16])[CH2:14][NH2:15])[N:12]=2)=[CH:4][CH:3]=1.[F:18][C:19]([F:37])([F:36])[C:20]([C:22]1[S:26][C:25]([C:27]2[CH:28]=[C:29]([CH:33]=[CH:34][CH:35]=2)[C:30](O)=[O:31])=[N:24][CH:23]=1)=[O:21]. No catalyst specified. The product is [F:1][C:2]1[CH:3]=[CH:4][C:5]([C:8]2[O:9][CH:10]=[C:11]([C:13]([CH3:17])([CH3:16])[CH2:14][NH:15][C:30](=[O:31])[C:29]3[CH:33]=[CH:34][CH:35]=[C:27]([C:25]4[S:26][C:22]([C:20](=[O:21])[C:19]([F:37])([F:18])[F:36])=[CH:23][N:24]=4)[CH:28]=3)[N:12]=2)=[CH:6][CH:7]=1. The yield is 0.0300. (5) The reactants are Br[C:2]1[CH:9]=[C:8]([N:10]2[C:18]3[CH2:17][C:16]([CH3:20])([CH3:19])[CH2:15][C:14](=[O:21])[C:13]=3[C:12]([C:22]([F:25])([F:24])[F:23])=[N:11]2)[CH:7]=[CH:6][C:3]=1[C:4]#[N:5].[CH2:26]([O:33][C@H:34]1[CH2:38][CH2:37][CH2:36][C@@H:35]1[NH2:39])[C:27]1[CH:32]=[CH:31][CH:30]=[CH:29][CH:28]=1.CC(C)([O-:43])C.[Na+].[OH-].[K+].OO. The catalyst is CCOC(C)=O.O.CC([O-])=O.CC([O-])=O.[Pd+2].C1(P(C2C=CC=CC=2)[C-]2C=CC=C2)C=CC=CC=1.[C-]1(P(C2C=CC=CC=2)C2C=CC=CC=2)C=CC=C1.[Fe+2].C(O)C.CS(C)=O.C(#N)C1C=CC=CC=1.C1(C)C=CC=CC=1. The product is [CH2:26]([O:33][C@H:34]1[CH2:38][CH2:37][CH2:36][C@@H:35]1[NH:39][C:2]1[CH:9]=[C:8]([N:10]2[C:18]3[CH2:17][C:16]([CH3:20])([CH3:19])[CH2:15][C:14](=[O:21])[C:13]=3[C:12]([C:22]([F:25])([F:24])[F:23])=[N:11]2)[CH:7]=[CH:6][C:3]=1[C:4]([NH2:5])=[O:43])[C:27]1[CH:32]=[CH:31][CH:30]=[CH:29][CH:28]=1. The yield is 0.870. (6) The reactants are [O:1]=[C:2]1[C:7]([C:8]([O:10]C)=[O:9])=[CH:6][CH:5]=[CH:4][N:3]1[C:12]1[CH:17]=[CH:16][CH:15]=[CH:14][CH:13]=1.[Li+].[OH-].CCOC(C)=O.Cl. The catalyst is CO.O. The product is [O:1]=[C:2]1[C:7]([C:8]([OH:10])=[O:9])=[CH:6][CH:5]=[CH:4][N:3]1[C:12]1[CH:17]=[CH:16][CH:15]=[CH:14][CH:13]=1. The yield is 0.830.